The task is: Predict which catalyst facilitates the given reaction.. This data is from Catalyst prediction with 721,799 reactions and 888 catalyst types from USPTO. (1) Reactant: [CH3:1][O:2][CH2:3][CH2:4][NH:5][C:6]([C@@H:8]1[CH2:12][C:11](=[N:13][O:14][CH3:15])[CH2:10][N:9]1C(OC(C)(C)C)=O)=[O:7]. Product: [CH3:1][O:2][CH2:3][CH2:4][NH:5][C:6]([C@@H:8]1[CH2:12][C:11](=[N:13][O:14][CH3:15])[CH2:10][NH:9]1)=[O:7]. The catalyst class is: 28. (2) Reactant: [F:1][CH:2]([F:11])[O:3][C:4]1[CH:5]=[C:6]([CH:8]=[CH:9][CH:10]=1)[NH2:7].[I:12]Cl.C([O-])(=O)C.[Na+]. Product: [F:1][CH:2]([F:11])[O:3][C:4]1[CH:10]=[CH:9][C:8]([I:12])=[C:6]([CH:5]=1)[NH2:7]. The catalyst class is: 15. (3) Reactant: [Br:1][C:2]1[CH:3]=[C:4]([CH2:11][C:12]2[CH:17]=[CH:16][C:15]([CH:18]3[CH2:20][CH2:19]3)=[CH:14][CH:13]=2)[C:5]([Cl:10])=[C:6]([OH:9])[C:7]=1[OH:8].Br[CH2:22]Br.C([O-])([O-])=O.[Cs+].[Cs+]. Product: [Br:1][C:2]1[C:7]2[O:8][CH2:22][O:9][C:6]=2[C:5]([Cl:10])=[C:4]([CH2:11][C:12]2[CH:17]=[CH:16][C:15]([CH:18]3[CH2:19][CH2:20]3)=[CH:14][CH:13]=2)[CH:3]=1. The catalyst class is: 3. (4) Reactant: CO[C:3]1[S:4][CH:5]=[C:6]([C:8]2[S:9][CH:10]=[CH:11][C:12]=2[N+:13]([O-:15])=[O:14])[N:7]=1.C(=O)(O)[O-].[Na+].O=P(Cl)(Cl)[Cl:23]. Product: [Cl:23][C:3]1[S:4][CH:5]=[C:6]([C:8]2[S:9][CH:10]=[CH:11][C:12]=2[N+:13]([O-:15])=[O:14])[N:7]=1. The catalyst class is: 6.